The task is: Predict which catalyst facilitates the given reaction.. This data is from Catalyst prediction with 721,799 reactions and 888 catalyst types from USPTO. (1) Reactant: [Cl:1][C:2]1[CH:7]=[CH:6][C:5]([N+:8]([O-])=O)=[CH:4][C:3]=1[C:11]([CH3:27])([CH3:26])[CH2:12][NH:13][C:14]([C:16]1[C:24]2[C:19](=[CH:20][CH:21]=[CH:22][CH:23]=2)[N:18]([CH3:25])[N:17]=1)=[O:15]. Product: [NH2:8][C:5]1[CH:6]=[CH:7][C:2]([Cl:1])=[C:3]([C:11]([CH3:26])([CH3:27])[CH2:12][NH:13][C:14]([C:16]2[C:24]3[C:19](=[CH:20][CH:21]=[CH:22][CH:23]=3)[N:18]([CH3:25])[N:17]=2)=[O:15])[CH:4]=1. The catalyst class is: 458. (2) Reactant: [F:1][C:2]1[CH:3]=[C:4]2[C:9](=[CH:10][CH:11]=1)[N:8]=[C:7]([C:12]1[CH:17]=[CH:16][CH:15]=[CH:14][C:13]=1[OH:18])[N:6]=[C:5]2[N:19]1[CH2:23][CH2:22][C@@H:21]([NH:24][C:25](=[O:32])[O:26][C@H:27]2[CH2:31][CH2:30][O:29][CH2:28]2)[CH2:20]1.C(Cl)[Cl:34].Cl. Product: [ClH:34].[F:1][C:2]1[CH:3]=[C:4]2[C:9](=[CH:10][CH:11]=1)[N:8]=[C:7]([C:12]1[CH:17]=[CH:16][CH:15]=[CH:14][C:13]=1[OH:18])[N:6]=[C:5]2[N:19]1[CH2:23][CH2:22][C@@H:21]([NH:24][C:25](=[O:32])[O:26][C@H:27]2[CH2:31][CH2:30][O:29][CH2:28]2)[CH2:20]1. The catalyst class is: 28.